From a dataset of Reaction yield outcomes from USPTO patents with 853,638 reactions. Predict the reaction yield, written as a fraction of the theoretical maximum amount of product (1.0 means a 100% yield; for example, 0.34 means a 34% yield). The reactants are [F:1][C:2]1[C:7]([O:8]C)=[CH:6][CH:5]=[CH:4][C:3]=1[C:10]1[C:22]2[C:21]3[C:16](=[CH:17][C:18]([C:23]([N:25]4[CH2:30][CH2:29][N:28]([CH3:31])[CH2:27][CH2:26]4)=[O:24])=[CH:19][CH:20]=3)[NH:15][C:14]=2[C:13]([C:32]([NH2:34])=[O:33])=[CH:12][CH:11]=1.B(Br)(Br)Br.CO. The catalyst is C(Cl)Cl. The product is [F:1][C:2]1[C:7]([OH:8])=[CH:6][CH:5]=[CH:4][C:3]=1[C:10]1[C:22]2[C:21]3[C:16](=[CH:17][C:18]([C:23]([N:25]4[CH2:26][CH2:27][N:28]([CH3:31])[CH2:29][CH2:30]4)=[O:24])=[CH:19][CH:20]=3)[NH:15][C:14]=2[C:13]([C:32]([NH2:34])=[O:33])=[CH:12][CH:11]=1. The yield is 0.570.